This data is from Full USPTO retrosynthesis dataset with 1.9M reactions from patents (1976-2016). The task is: Predict the reactants needed to synthesize the given product. (1) Given the product [CH3:34][N:15]([C:10]1[CH:11]=[C:12]2[C:7](=[CH:8][CH:9]=1)[CH2:6][N:5]([S:2]([CH3:1])(=[O:3])=[O:4])[CH2:14][CH2:13]2)[CH:16]([CH3:31])[CH2:17][CH2:18][CH:19]1[CH2:24][CH2:23][N:22]([C:25]([O:27][CH:28]([CH3:30])[CH3:29])=[O:26])[CH2:21][CH2:20]1, predict the reactants needed to synthesize it. The reactants are: [CH3:1][S:2]([N:5]1[CH2:14][CH2:13][C:12]2[C:7](=[CH:8][CH:9]=[C:10]([NH:15][CH:16]([CH3:31])[CH2:17][CH2:18][CH:19]3[CH2:24][CH2:23][N:22]([C:25]([O:27][CH:28]([CH3:30])[CH3:29])=[O:26])[CH2:21][CH2:20]3)[CH:11]=2)[CH2:6]1)(=[O:4])=[O:3].IC.[CH2:34](N(C(C)C)C(C)C)C. (2) Given the product [CH:6]([OH:5])=[O:51].[C@@H:26]12[CH2:31][C@@H:29]([CH2:28][CH2:27]1)[CH2:30][C@@H:25]2[N:22]1[CH2:23][CH2:24][N:19]([C:16]2[CH:17]=[CH:18][C:13]([NH:12][C:4]3[N:3]=[C:1]([NH2:2])[N:43]([C:35]4[C:36]5[S:41][CH:40]=[C:39]([CH3:42])[C:37]=5[N:38]=[C:33]([Cl:32])[N:34]=4)[N:44]=3)=[CH:14][CH:15]=2)[CH2:20][CH2:21]1, predict the reactants needed to synthesize it. The reactants are: [C:1]([NH:3][C:4](=[N:12][C:13]1[CH:18]=[CH:17][C:16]([N:19]2[CH2:24][CH2:23][N:22]([CH:25]3[CH2:30][CH:29]4[CH2:31][CH:26]3[CH2:27][CH2:28]4)[CH2:21][CH2:20]2)=[CH:15][CH:14]=1)[O:5][C:6]1C=CC=CC=1)#[N:2].[Cl:32][C:33]1[N:34]=[C:35]([NH:43][NH2:44])[C:36]2[S:41][CH:40]=[C:39]([CH3:42])[C:37]=2[N:38]=1.CN1C(=[O:51])CCC1. (3) Given the product [Cl:1][C:2]1[C:3]2[CH:10]=[CH:9][N:8]([S:19]([C:13]3[CH:18]=[CH:17][CH:16]=[CH:15][CH:14]=3)(=[O:21])=[O:20])[C:4]=2[N:5]=[CH:6][N:7]=1, predict the reactants needed to synthesize it. The reactants are: [Cl:1][C:2]1[C:3]2[CH:10]=[CH:9][NH:8][C:4]=2[N:5]=[CH:6][N:7]=1.[H-].[Na+].[C:13]1([S:19](Cl)(=[O:21])=[O:20])[CH:18]=[CH:17][CH:16]=[CH:15][CH:14]=1.[NH4+].[Cl-].